From a dataset of Forward reaction prediction with 1.9M reactions from USPTO patents (1976-2016). Predict the product of the given reaction. Given the reactants [CH:1]([O:3][C@@H:4]1[CH2:9][CH2:8][CH2:7][CH2:6][C@@H:5]1[C:10]([CH3:13])([CH3:12])[CH3:11])=[CH2:2].O, predict the reaction product. The product is: [CH:1]([O:3][CH:4]1[CH2:9][CH2:8][CH2:7][CH2:6][CH:5]1[C:10]([CH3:13])([CH3:12])[CH3:11])=[CH2:2].